The task is: Predict the reaction yield, written as a fraction of the theoretical maximum amount of product (1.0 means a 100% yield; for example, 0.34 means a 34% yield).. This data is from Reaction yield outcomes from USPTO patents with 853,638 reactions. (1) The reactants are [CH:1]1[C:6]([C:7]2[C:16](=[O:17])[C:15]3[CH:14]=[CH:13][C:12]([OH:18])=[CH:11][C:10]=3[O:9][CH:8]=2)=[CH:5][CH:4]=[C:3]([OH:19])[CH:2]=1.[C:20]([O-])([O-])=O.[K+].[K+].IC. The catalyst is CS(C)=O. The product is [CH3:20][O:18][C:12]1[CH:11]=[C:10]2[C:15]([C:16](=[O:17])[C:7]([C:6]3[CH:5]=[CH:4][C:3]([OH:19])=[CH:2][CH:1]=3)=[CH:8][O:9]2)=[CH:14][CH:13]=1. The yield is 0.451. (2) The reactants are [CH:1]1[C:6]2[C:7]([O:9][C:10](=[O:11])[C:5]=2[CH:4]=[C:3]2[C:12]([O:14][C:15](=[O:16])[C:2]=12)=[O:13])=[O:8].C(N(CC)CC)C.[Cl:24][C:25]1[CH:49]=[CH:48][C:28]([O:29][C:30]2[CH:31]=[C:32]([CH:45]=[CH:46][CH:47]=2)[CH2:33][NH:34][C@@H:35]2[C:44]3[C:39](=[CH:40][CH:41]=[CH:42][CH:43]=3)[CH2:38][CH2:37][CH2:36]2)=[CH:27][CH:26]=1.C([O-])([O-])=[O:51].[Na+].[Na+].Cl. The catalyst is C1COCC1. The product is [Cl:24][C:25]1[CH:26]=[CH:27][C:28]([O:29][C:30]2[CH:31]=[C:32]([CH:45]=[CH:46][CH:47]=2)[CH2:33][N:34]([C@@H:35]2[C:44]3[C:39](=[CH:40][CH:41]=[CH:42][CH:43]=3)[CH2:38][CH2:37][CH2:36]2)[C:7]([C:6]2[CH:1]=[C:2]([C:15]([OH:14])=[O:16])[C:3]([C:12]([OH:51])=[O:13])=[CH:4][C:5]=2[C:10]([OH:9])=[O:11])=[O:8])=[CH:48][CH:49]=1. The yield is 0.520.